This data is from Full USPTO retrosynthesis dataset with 1.9M reactions from patents (1976-2016). The task is: Predict the reactants needed to synthesize the given product. (1) Given the product [Cl:2][CH2:3][CH2:4][CH2:5][N:6]=[CH:13][C:10]1[CH:11]=[CH:12][N:7]=[CH:8][CH:9]=1, predict the reactants needed to synthesize it. The reactants are: Cl.[Cl:2][CH2:3][CH2:4][CH2:5][NH2:6].[N:7]1[CH:12]=[CH:11][C:10]([CH:13]=O)=[CH:9][CH:8]=1.C([O-])([O-])=O.[K+].[K+]. (2) Given the product [F:24][C:25]1[CH:32]=[CH:31][C:28]([CH2:29][NH:30][C:4]([C:6]2[N:7]=[C:8]([N:15]3[CH2:20][CH2:19][N:18]([CH2:21][CH2:22][OH:23])[CH2:17][CH2:16]3)[N:9]([CH3:14])[C:10](=[O:13])[C:11]=2[OH:12])=[O:3])=[CH:27][CH:26]=1, predict the reactants needed to synthesize it. The reactants are: C([O:3][C:4]([C:6]1[N:7]=[C:8]([N:15]2[CH2:20][CH2:19][N:18]([CH2:21][CH2:22][OH:23])[CH2:17][CH2:16]2)[N:9]([CH3:14])[C:10](=[O:13])[C:11]=1[OH:12])=O)C.[F:24][C:25]1[CH:32]=[CH:31][C:28]([CH2:29][NH2:30])=[CH:27][CH:26]=1. (3) Given the product [CH2:1]([O:3][C:4](=[O:25])[CH2:5][C:6]1[CH:11]=[C:10]([NH:12][C:13]2[CH:18]=[CH:17][CH:16]=[C:15]([NH2:19])[CH:14]=2)[CH:9]=[CH:8][C:7]=1[NH2:22])[CH3:2], predict the reactants needed to synthesize it. The reactants are: [CH2:1]([O:3][C:4](=[O:25])[CH2:5][C:6]1[CH:11]=[C:10]([NH:12][C:13]2[CH:18]=[CH:17][CH:16]=[C:15]([N+:19]([O-])=O)[CH:14]=2)[CH:9]=[CH:8][C:7]=1[N+:22]([O-])=O)[CH3:2]. (4) Given the product [Br:1][C:2]1[CH:3]=[C:4]([CH:20]=[CH:21][C:22]=1[O:23][CH3:24])[CH2:5][CH:6]1[C:15]2[C:10](=[CH:11][C:12]([O:18][CH3:19])=[C:13]([O:16][CH3:17])[CH:14]=2)[CH2:9][CH2:8][N:7]1[CH2:26][C:27]([NH:40][CH:30]1[C:39]2[C:34](=[CH:35][CH:36]=[CH:37][CH:38]=2)[CH2:33][CH2:32][CH2:31]1)=[O:28], predict the reactants needed to synthesize it. The reactants are: [Br:1][C:2]1[CH:3]=[C:4]([CH:20]=[CH:21][C:22]=1[O:23][CH3:24])[CH2:5][CH:6]1[C:15]2[C:10](=[CH:11][C:12]([O:18][CH3:19])=[C:13]([O:16][CH3:17])[CH:14]=2)[CH2:9][CH2:8][NH:7]1.Br[CH2:26][C:27](Br)=[O:28].[CH:30]1([NH2:40])[C:39]2[C:34](=[CH:35][CH:36]=[CH:37][CH:38]=2)[CH2:33][CH2:32][CH2:31]1. (5) Given the product [F:8][C:7]1[C:6]([NH:9][C:10]2[CH:15]=[CH:14][C:13]([I:16])=[CH:12][C:11]=2[F:17])=[C:5]([NH:18][S:29]([C:25]2[S:24][C:23]([NH:22][C:19](=[O:21])[CH3:20])=[N:27][C:26]=2[CH3:28])(=[O:30])=[O:31])[CH:4]=[CH:3][C:2]=1[F:1], predict the reactants needed to synthesize it. The reactants are: [F:1][C:2]1[C:7]([F:8])=[C:6]([NH:9][C:10]2[CH:15]=[CH:14][C:13]([I:16])=[CH:12][C:11]=2[F:17])[C:5]([NH2:18])=[CH:4][CH:3]=1.[C:19]([NH:22][C:23]1[S:24][C:25]([S:29](Cl)(=[O:31])=[O:30])=[C:26]([CH3:28])[N:27]=1)(=[O:21])[CH3:20]. (6) Given the product [CH3:31][S:28]([O:1][CH2:2][C:3]1[CH:4]=[C:5]2[C:9](=[CH:10][CH:11]=1)[CH2:8][N:7]([C:12]([O:14][C:15]([CH3:18])([CH3:17])[CH3:16])=[O:13])[CH2:6]2)(=[O:30])=[O:29], predict the reactants needed to synthesize it. The reactants are: [OH:1][CH2:2][C:3]1[CH:4]=[C:5]2[C:9](=[CH:10][CH:11]=1)[CH2:8][N:7]([C:12]([O:14][C:15]([CH3:18])([CH3:17])[CH3:16])=[O:13])[CH2:6]2.CCN(C(C)C)C(C)C.[S:28](Cl)([CH3:31])(=[O:30])=[O:29]. (7) Given the product [ClH:1].[Cl:1][C:2]1[CH:3]=[C:4]([N:9]2[C:14]3[CH:15]=[CH:16][CH:17]=[CH:18][C:13]=3[CH2:12][N:11]([CH2:19][CH2:20][CH2:21][NH:26][CH3:25])[S:10]2(=[O:23])=[O:24])[CH:5]=[CH:6][C:7]=1[F:8], predict the reactants needed to synthesize it. The reactants are: [Cl:1][C:2]1[CH:3]=[C:4]([N:9]2[C:14]3[CH:15]=[CH:16][CH:17]=[CH:18][C:13]=3[CH2:12][N:11]([CH2:19][CH2:20][CH2:21]Cl)[S:10]2(=[O:24])=[O:23])[CH:5]=[CH:6][C:7]=1[F:8].[CH3:25][NH2:26].Cl.